From a dataset of Catalyst prediction with 721,799 reactions and 888 catalyst types from USPTO. Predict which catalyst facilitates the given reaction. (1) Reactant: [F:1][C:2]([F:29])([F:28])[S:3]([N:6]1[CH2:11][CH2:10][CH:9]([CH2:12][CH2:13][CH2:14][N:15]2[CH2:25][C:24]3[N:26]4[C:17](=[CH:18][N:19]=[C:20]4[CH:21]=[CH:22][CH:23]=3)[C:16]2=[O:27])[CH2:8][CH2:7]1)(=[O:5])=[O:4].[ClH:30]. Product: [ClH:30].[F:29][C:2]([F:1])([F:28])[S:3]([N:6]1[CH2:7][CH2:8][CH:9]([CH2:12][CH2:13][CH2:14][N:15]2[CH2:25][C:24]3[N:26]4[C:17](=[CH:18][N:19]=[C:20]4[CH:21]=[CH:22][CH:23]=3)[C:16]2=[O:27])[CH2:10][CH2:11]1)(=[O:4])=[O:5]. The catalyst class is: 8. (2) The catalyst class is: 3. Product: [Cl:20][C:9]1[C:8]2[C:4]3[CH:3]=[C:2]([F:1])[CH:15]=[N:14][C:5]=3[NH:6][C:7]=2[N:12]=[CH:11][CH:10]=1. Reactant: [F:1][C:2]1[CH:15]=[N:14][C:5]2[NH:6][C:7]3[N+:12]([O-])=[CH:11][CH:10]=[CH:9][C:8]=3[C:4]=2[CH:3]=1.CS([Cl:20])(=O)=O. (3) Reactant: [F:1][C:2]([F:32])([F:31])[C:3]1[CH:8]=[CH:7][C:6]([C@@H:9]2[C:18]3[C:13](=[CH:14][CH:15]=[CH:16][CH:17]=3)[CH2:12][CH2:11][N:10]2[C:19](OC2C=CC([N+]([O-])=O)=CC=2)=[O:20])=[CH:5][CH:4]=1.[NH2:33][C:34]1[CH:35]=[N:36][C:37]([C:40]([F:43])([F:42])[F:41])=[CH:38][CH:39]=1.[H-].[Na+].O. Product: [F:31][C:2]([F:1])([F:32])[C:3]1[CH:4]=[CH:5][C:6]([C@@H:9]2[C:18]3[C:13](=[CH:14][CH:15]=[CH:16][CH:17]=3)[CH2:12][CH2:11][N:10]2[C:19]([NH:33][C:34]2[CH:35]=[N:36][C:37]([C:40]([F:43])([F:41])[F:42])=[CH:38][CH:39]=2)=[O:20])=[CH:7][CH:8]=1. The catalyst class is: 23. (4) Reactant: [CH3:1][CH:2]([CH3:17])[CH2:3][C@@H:4]([CH2:13][C:14]([OH:16])=[O:15])[CH2:5][NH:6]C(=O)OC(C)C.Cl.[OH-].[Na+]. Product: [NH2:6][CH2:5][C@@H:4]([CH2:3][CH:2]([CH3:17])[CH3:1])[CH2:13][C:14]([OH:16])=[O:15]. The catalyst class is: 226.